From a dataset of NCI-60 drug combinations with 297,098 pairs across 59 cell lines. Regression. Given two drug SMILES strings and cell line genomic features, predict the synergy score measuring deviation from expected non-interaction effect. (1) Drug 1: CS(=O)(=O)C1=CC(=C(C=C1)C(=O)NC2=CC(=C(C=C2)Cl)C3=CC=CC=N3)Cl. Drug 2: CCCCCOC(=O)NC1=NC(=O)N(C=C1F)C2C(C(C(O2)C)O)O. Cell line: TK-10. Synergy scores: CSS=6.56, Synergy_ZIP=-1.78, Synergy_Bliss=2.82, Synergy_Loewe=2.18, Synergy_HSA=2.34. (2) Drug 1: CC1=C2C(C(=O)C3(C(CC4C(C3C(C(C2(C)C)(CC1OC(=O)C(C(C5=CC=CC=C5)NC(=O)C6=CC=CC=C6)O)O)OC(=O)C7=CC=CC=C7)(CO4)OC(=O)C)O)C)OC(=O)C. Drug 2: CCC1=C2CN3C(=CC4=C(C3=O)COC(=O)C4(CC)O)C2=NC5=C1C=C(C=C5)O. Cell line: HCT116. Synergy scores: CSS=48.9, Synergy_ZIP=-8.51, Synergy_Bliss=-8.82, Synergy_Loewe=-21.2, Synergy_HSA=-5.86. (3) Drug 1: CCC(=C(C1=CC=CC=C1)C2=CC=C(C=C2)OCCN(C)C)C3=CC=CC=C3.C(C(=O)O)C(CC(=O)O)(C(=O)O)O. Drug 2: CC1=C(C=C(C=C1)C(=O)NC2=CC(=CC(=C2)C(F)(F)F)N3C=C(N=C3)C)NC4=NC=CC(=N4)C5=CN=CC=C5. Cell line: HOP-62. Synergy scores: CSS=24.2, Synergy_ZIP=3.96, Synergy_Bliss=8.26, Synergy_Loewe=8.93, Synergy_HSA=9.39. (4) Drug 1: CS(=O)(=O)CCNCC1=CC=C(O1)C2=CC3=C(C=C2)N=CN=C3NC4=CC(=C(C=C4)OCC5=CC(=CC=C5)F)Cl. Cell line: KM12. Drug 2: C1CN(CCN1C(=O)CCBr)C(=O)CCBr. Synergy scores: CSS=24.4, Synergy_ZIP=-6.16, Synergy_Bliss=-1.16, Synergy_Loewe=2.29, Synergy_HSA=0.911. (5) Drug 1: CN(C)C1=NC(=NC(=N1)N(C)C)N(C)C. Drug 2: CCN(CC)CCCC(C)NC1=C2C=C(C=CC2=NC3=C1C=CC(=C3)Cl)OC. Cell line: PC-3. Synergy scores: CSS=26.7, Synergy_ZIP=0.613, Synergy_Bliss=5.97, Synergy_Loewe=-3.74, Synergy_HSA=5.11. (6) Drug 1: C1=CC(=CC=C1C#N)C(C2=CC=C(C=C2)C#N)N3C=NC=N3. Drug 2: CC1C(C(CC(O1)OC2CC(OC(C2O)C)OC3=CC4=CC5=C(C(=O)C(C(C5)C(C(=O)C(C(C)O)O)OC)OC6CC(C(C(O6)C)O)OC7CC(C(C(O7)C)O)OC8CC(C(C(O8)C)O)(C)O)C(=C4C(=C3C)O)O)O)O. Cell line: SN12C. Synergy scores: CSS=11.5, Synergy_ZIP=1.45, Synergy_Bliss=2.75, Synergy_Loewe=-12.1, Synergy_HSA=0.694. (7) Drug 1: CCC1=CC2CC(C3=C(CN(C2)C1)C4=CC=CC=C4N3)(C5=C(C=C6C(=C5)C78CCN9C7C(C=CC9)(C(C(C8N6C)(C(=O)OC)O)OC(=O)C)CC)OC)C(=O)OC.C(C(C(=O)O)O)(C(=O)O)O. Drug 2: CCCS(=O)(=O)NC1=C(C(=C(C=C1)F)C(=O)C2=CNC3=C2C=C(C=N3)C4=CC=C(C=C4)Cl)F. Cell line: SK-OV-3. Synergy scores: CSS=45.0, Synergy_ZIP=0.878, Synergy_Bliss=1.52, Synergy_Loewe=-35.1, Synergy_HSA=1.04.